Predict which catalyst facilitates the given reaction. From a dataset of Catalyst prediction with 721,799 reactions and 888 catalyst types from USPTO. (1) Reactant: [CH3:1][C:2]([CH3:23])([CH3:22])[C:3]#[C:4][C:5]1[S:9][C:8]([C:10]([O:12]C)=[O:11])=[C:7]([NH:14][CH:15]2[CH2:20][CH2:19][C:18](=O)[CH2:17][CH2:16]2)[CH:6]=1.[O:24]1[CH2:28][CH2:27][CH:26]([OH:29])[CH2:25]1.O1CCC(O)CC1.C([O:40][C@H:41]1[CH2:46][C@H:45]([CH3:47])[CH2:44][CH2:43][C@H:42]1[C:48](Cl)=[O:49])(=O)C.[Li+].[OH-].FC(F)(F)C(O)=O. Product: [CH3:22][C:2]([CH3:1])([CH3:23])[C:3]#[C:4][C:5]1[S:9][C:8]([C:10]([OH:12])=[O:11])=[C:7]([N:14]([CH:15]2[CH2:16][CH2:17][CH:18]([O:29][CH:26]3[CH2:27][CH2:28][O:24][CH2:25]3)[CH2:19][CH2:20]2)[C:48]([C@@H:42]2[CH2:43][CH2:44][C@@H:45]([CH3:47])[CH2:46][C@@H:41]2[OH:40])=[O:49])[CH:6]=1. The catalyst class is: 192. (2) Reactant: [CH2:1]([S:3][C:4]1[N:5]=[C:6]([NH:9][C:10](=[O:38])[C@@H:11]([N:20]2[C:24](=[O:25])[C@@H:23]([C:26]3[CH:31]=[CH:30][C:29]([O:32][CH2:33][CH2:34][O:35][CH3:36])=[CH:28][CH:27]=3)[NH:22][C:21]2=[O:37])[C@H:12]([C:14]2[CH:19]=[CH:18][CH:17]=[CH:16][CH:15]=2)[CH3:13])[S:7][CH:8]=1)[CH3:2].ClC1C=CC=C(C(OO)=[O:47])C=1. Product: [CH2:1]([S:3]([C:4]1[N:5]=[C:6]([NH:9][C:10](=[O:38])[C@@H:11]([N:20]2[C:24](=[O:25])[C@@H:23]([C:26]3[CH:31]=[CH:30][C:29]([O:32][CH2:33][CH2:34][O:35][CH3:36])=[CH:28][CH:27]=3)[NH:22][C:21]2=[O:37])[C@H:12]([C:14]2[CH:19]=[CH:18][CH:17]=[CH:16][CH:15]=2)[CH3:13])[S:7][CH:8]=1)=[O:47])[CH3:2]. The catalyst class is: 7. (3) Reactant: Cl[C:2]1[C:3]2[CH:10]=[CH:9][NH:8][C:4]=2[N:5]=[CH:6][N:7]=1.Cl[C:12]1[N:13]=[CH:14][C:15]2[CH:20]=[CH:19][NH:18][C:16]=2[N:17]=1.[OH-:21].[Na+]. Product: [CH3:12][O:21][C:2]1[C:3]2[CH:10]=[CH:9][NH:8][C:4]=2[N:5]=[CH:6][N:7]=1.[CH3:2][O:21][C:12]1[N:13]=[CH:14][C:15]2[CH:20]=[CH:19][NH:18][C:16]=2[N:17]=1. The catalyst class is: 5. (4) Reactant: [H-].[Na+].[Cl:3][C:4]1[CH:5]=[C:6]([C:9]([O:11][CH3:12])=[O:10])[NH:7][CH:8]=1.O.Cl.C[N:16](C=O)C. Product: [ClH:3].[NH2:16][N:7]1[CH:8]=[C:4]([Cl:3])[CH:5]=[C:6]1[C:9]([O:11][CH3:12])=[O:10]. The catalyst class is: 440. (5) Reactant: [NH2:1][C:2]1[CH:3]=[CH:4][CH:5]=[C:6]2[C:11]=1[NH:10][C:9](=[O:12])[CH:8]([NH:13][C:14](=[O:28])[C@H:15]([NH:20][C:21](=[O:27])[O:22][C:23]([CH3:26])([CH3:25])[CH3:24])[CH2:16][CH:17]([CH3:19])[CH3:18])[CH2:7]2.[Cl:29][CH2:30][CH2:31][CH2:32][C:33](Cl)=[O:34].C(=O)(O)[O-].[Na+]. Product: [Cl:29][CH2:30][CH2:31][CH2:32][C:33]([NH:1][C:2]1[CH:3]=[CH:4][CH:5]=[C:6]2[C:11]=1[NH:10][C:9](=[O:12])[CH:8]([NH:13][C:14](=[O:28])[C@H:15]([NH:20][C:21](=[O:27])[O:22][C:23]([CH3:26])([CH3:25])[CH3:24])[CH2:16][CH:17]([CH3:19])[CH3:18])[CH2:7]2)=[O:34]. The catalyst class is: 13. (6) Reactant: [Cl:1][C:2]1[C:11]([OH:12])=[C:10]([Cl:13])[CH:9]=[CH:8][C:3]=1[C:4]([O:6][CH3:7])=[O:5].C(=O)([O-])[O-].[K+].[K+].[F:20][C:21]([F:36])([C:32]([F:35])([F:34])[F:33])[C:22]([F:31])([F:30])[C:23]([F:29])([F:28])[S:24](Cl)(=[O:26])=[O:25]. Product: [Cl:1][C:2]1[C:11]([O:12][S:24]([C:23]([F:28])([F:29])[C:22]([F:30])([F:31])[C:21]([F:20])([F:36])[C:32]([F:35])([F:34])[F:33])(=[O:26])=[O:25])=[C:10]([Cl:13])[CH:9]=[CH:8][C:3]=1[C:4]([O:6][CH3:7])=[O:5]. The catalyst class is: 10. (7) Reactant: [CH2:1]([CH:3]([CH2:9][C:10]1[CH:15]=[CH:14][C:13]([O:16][CH3:17])=[C:12]([CH2:18][NH:19][CH2:20][C:21]2[CH:26]=[CH:25][C:24]([C:27]([F:30])([F:29])[F:28])=[CH:23][CH:22]=2)[CH:11]=1)[C:4]([O:6]CC)=[O:5])[CH3:2].[OH-].[Na+].[ClH:33]. Product: [ClH:33].[CH2:1]([CH:3]([CH2:9][C:10]1[CH:15]=[CH:14][C:13]([O:16][CH3:17])=[C:12]([CH2:18][NH:19][CH2:20][C:21]2[CH:22]=[CH:23][C:24]([C:27]([F:28])([F:29])[F:30])=[CH:25][CH:26]=2)[CH:11]=1)[C:4]([OH:6])=[O:5])[CH3:2]. The catalyst class is: 5.